This data is from Catalyst prediction with 721,799 reactions and 888 catalyst types from USPTO. The task is: Predict which catalyst facilitates the given reaction. (1) Reactant: Br[C:2]1[CH:3]=[N:4][C:5]([N:8]2[CH2:13][CH2:12][N:11]([C:14]([O:16][C:17]([CH3:20])([CH3:19])[CH3:18])=[O:15])[CH2:10][CH2:9]2)=[N:6][CH:7]=1.[F:21][C:22]1[CH:27]=[CH:26][CH:25]=[CH:24][C:23]=1[SH:28].N1C2C(=CC=C3C=2N=CC=C3)C=CC=1.C(=O)([O-])[O-].[Ce+3].C(=O)([O-])[O-].C(=O)([O-])[O-].[Ce+3]. Product: [F:21][C:22]1[CH:27]=[CH:26][CH:25]=[CH:24][C:23]=1[S:28][C:2]1[CH:3]=[N:4][C:5]([N:8]2[CH2:13][CH2:12][N:11]([C:14]([O:16][C:17]([CH3:20])([CH3:19])[CH3:18])=[O:15])[CH2:10][CH2:9]2)=[N:6][CH:7]=1. The catalyst class is: 830. (2) Reactant: [F:1][C:2]([F:12])([F:11])[C@@H:3]1[CH2:8][CH2:7][C@H:6]([CH2:9][OH:10])[CH2:5][CH2:4]1.I(C1C=CC=CC=1C(O)=O)(=O)=O.O.C(OCC)(=O)C. Product: [F:1][C:2]([F:11])([F:12])[CH:3]1[CH2:4][CH2:5][CH:6]([CH:9]=[O:10])[CH2:7][CH2:8]1. The catalyst class is: 16. (3) Reactant: [C:1]([O:5][C:6]([NH:8][CH2:9][CH2:10][CH2:11]Br)=[O:7])([CH3:4])([CH3:3])[CH3:2].Cl.[CH2:14]([O:16][C:17](=[O:21])[CH2:18][NH:19][CH3:20])[CH3:15]. Product: [CH2:14]([O:16][C:17](=[O:21])[CH2:18][N:19]([CH2:11][CH2:10][CH2:9][NH:8][C:6]([O:5][C:1]([CH3:4])([CH3:3])[CH3:2])=[O:7])[CH3:20])[CH3:15]. The catalyst class is: 10. (4) Reactant: [OH:1][C:2]1[CH:3]=[CH:4][CH:5]=[C:6]2[C:11]=1[N:10]=[C:9](/[CH:12]=[CH:13]/[C:14]([O:16][CH3:17])=[O:15])[CH:8]=[CH:7]2.OC1C=CC=C2C=1N=C(/C=C\C(OC)=O)C=C2. Product: [OH:1][C:2]1[CH:3]=[CH:4][CH:5]=[C:6]2[C:11]=1[N:10]=[C:9]([CH2:12][CH2:13][C:14]([O:16][CH3:17])=[O:15])[CH:8]=[CH:7]2. The catalyst class is: 99. (5) The catalyst class is: 308. Reactant: [Cl:1][C:2]1[C:7]([O:8][CH3:9])=[CH:6][C:5]([O:10][CH3:11])=[C:4]([Cl:12])[C:3]=1[N:13]=[C:14]=[O:15].[CH3:16][N:17]([CH2:19][C:20]1[CH:21]=[C:22]([NH:26][C:27]2[CH:32]=[C:31]([NH:33][CH3:34])[N:30]=[CH:29][N:28]=2)[CH:23]=[CH:24][CH:25]=1)[CH3:18].C(=O)(O)[O-].[Na+]. Product: [Cl:1][C:2]1[C:7]([O:8][CH3:9])=[CH:6][C:5]([O:10][CH3:11])=[C:4]([Cl:12])[C:3]=1[NH:13][C:14](=[O:15])[N:33]([C:31]1[CH:32]=[C:27]([NH:26][C:22]2[CH:23]=[CH:24][CH:25]=[C:20]([CH2:19][N:17]([CH3:16])[CH3:18])[CH:21]=2)[N:28]=[CH:29][N:30]=1)[CH3:34]. (6) Reactant: [CH:1]([C:4]1[CH:9]=[CH:8][C:7]([C:10]2[CH:15]=[CH:14][N:13]=[CH:12][CH:11]=2)=[CH:6][CH:5]=1)([CH3:3])[CH3:2].ClC1C=C(C=CC=1)C(OO)=[O:21]. Product: [CH:1]([C:4]1[CH:9]=[CH:8][C:7]([C:10]2[CH:11]=[CH:12][N+:13]([O-:21])=[CH:14][CH:15]=2)=[CH:6][CH:5]=1)([CH3:3])[CH3:2]. The catalyst class is: 4. (7) Reactant: [Cl:1][C:2]1[C:7]([F:8])=[CH:6][C:5]([OH:9])=[CH:4][N:3]=1.[C:10]([NH:13][C:14]1[CH:15]=[C:16](B(O)O)[CH:17]=[CH:18][CH:19]=1)(=[O:12])[CH3:11].C(N(CC)CC)C. Product: [Cl:1][C:2]1[N:3]=[CH:4][C:5]([O:9][C:18]2[CH:19]=[C:14]([NH:13][C:10](=[O:12])[CH3:11])[CH:15]=[CH:16][CH:17]=2)=[CH:6][C:7]=1[F:8]. The catalyst class is: 221. (8) Reactant: [NH2:1][C:2]1[CH:11]=[CH:10][CH:9]=[C:8]2[C:3]=1[C:4](=[O:21])[N:5]([CH:13]1[CH2:18][CH2:17][C:16](=[O:19])[NH:15][C:14]1=[O:20])[C:6]([CH3:12])=[N:7]2.[Cl:22][C:23]1[CH:24]=[C:25]([CH:29]=[CH:30][CH:31]=1)[C:26](Cl)=[O:27]. Product: [Cl:22][C:23]1[CH:24]=[C:25]([CH:29]=[CH:30][CH:31]=1)[C:26]([NH:1][C:2]1[CH:11]=[CH:10][CH:9]=[C:8]2[C:3]=1[C:4](=[O:21])[N:5]([CH:13]1[CH2:18][CH2:17][C:16](=[O:19])[NH:15][C:14]1=[O:20])[C:6]([CH3:12])=[N:7]2)=[O:27]. The catalyst class is: 7. (9) Reactant: Cl[C:2]1[N:11]=[C:10]([N:12]([C:14]2[CH:19]=[CH:18][C:17]([O:20][CH3:21])=[CH:16][CH:15]=2)[CH3:13])[C:9]2[C:4](=[CH:5][CH:6]=[C:7]([O:22][CH3:23])[CH:8]=2)[N:3]=1.Cl.[CH3:25][NH2:26].C(=O)([O-])[O-].[K+].[K+]. Product: [CH3:23][O:22][C:7]1[CH:8]=[C:9]2[C:4](=[CH:5][CH:6]=1)[N:3]=[C:2]([NH:26][CH3:25])[N:11]=[C:10]2[N:12]([C:14]1[CH:19]=[CH:18][C:17]([O:20][CH3:21])=[CH:16][CH:15]=1)[CH3:13]. The catalyst class is: 41.